Dataset: Full USPTO retrosynthesis dataset with 1.9M reactions from patents (1976-2016). Task: Predict the reactants needed to synthesize the given product. (1) Given the product [CH3:9][C:6]1[C:7]([CH3:8])=[CH:2][N:3]=[C:4]([NH2:10])[N:5]=1, predict the reactants needed to synthesize it. The reactants are: Cl[C:2]1[C:7]([CH3:8])=[C:6]([CH3:9])[N:5]=[C:4]([NH2:10])[N:3]=1. (2) Given the product [CH2:20]([N:27]1[C:7]2[C:2](=[CH:3][CH:4]=[CH:5][CH:6]=2)[C:1]([C:9]2[CH:19]=[CH:18][C:12]([C:13]([O:15][CH2:16][CH3:17])=[O:14])=[CH:11][CH:10]=2)=[N:28]1)[C:21]1[CH:26]=[CH:25][CH:24]=[CH:23][CH:22]=1, predict the reactants needed to synthesize it. The reactants are: [C:1]([C:9]1[CH:19]=[CH:18][C:12]([C:13]([O:15][CH2:16][CH3:17])=[O:14])=[CH:11][CH:10]=1)(=O)[C:2]1[CH:7]=[CH:6][CH:5]=[CH:4][CH:3]=1.[CH2:20]([NH:27][NH2:28])[C:21]1[CH:26]=[CH:25][CH:24]=[CH:23][CH:22]=1. (3) Given the product [CH:17]12[CH2:19][CH2:20][CH:14]([C:13]([C:9]3[N:8]=[C:7]4[N:6]([CH3:29])[C:5](=[O:30])[N:4]([CH2:3][C:2]([CH3:31])([CH3:32])[CH3:1])[C:12]4=[CH:11][CH:10]=3)=[CH:18]1)[CH2:15][NH:16]2, predict the reactants needed to synthesize it. The reactants are: [CH3:1][C:2]([CH3:32])([CH3:31])[CH2:3][N:4]1[C:12]2[C:7](=[N:8][C:9]([C:13]3[CH:14]4[CH2:20][CH2:19][CH:17]([CH:18]=3)[N:16](C3C=CC(OC)=CC=3)[CH2:15]4)=[CH:10][CH:11]=2)[N:6]([CH3:29])[C:5]1=[O:30].CC#N.OS(O)(=O)=O.I(O)(=O)(=O)=O. (4) The reactants are: [F:1][C:2]1[CH:7]=[CH:6][C:5]([C:8]2[C:16]([C:17]3[CH:22]=[CH:21][C:20]([F:23])=[CH:19][CH:18]=3)=[CH:15][C:14]([O:24][CH3:25])=[C:13]3[C:9]=2[C:10](=[O:27])C(=O)[NH:12]3)=[CH:4][CH:3]=1.[OH-].[Na+].OO.C(O)(=[O:34])C.Cl. Given the product [NH2:12][C:13]1[C:14]([O:24][CH3:25])=[CH:15][C:16]([C:17]2[CH:22]=[CH:21][C:20]([F:23])=[CH:19][CH:18]=2)=[C:8]([C:5]2[CH:6]=[CH:7][C:2]([F:1])=[CH:3][CH:4]=2)[C:9]=1[C:10]([OH:34])=[O:27], predict the reactants needed to synthesize it. (5) Given the product [CH3:21][C:15]1[C:14]([CH:12]([C:9]2[CH:10]=[C:11]3[C:6](=[CH:7][CH:8]=2)[N:5]=[C:4]([O:22][CH3:23])[C:3]([CH2:24][C:25]2[CH:26]=[CH:27][C:28]([C:31]([F:34])([F:32])[F:33])=[CH:29][CH:30]=2)=[CH:2]3)[OH:13])=[CH:19][CH:18]=[C:17]([CH3:20])[N:16]=1, predict the reactants needed to synthesize it. The reactants are: Cl[C:2]1[C:11]2[C:6](=[CH:7][CH:8]=[C:9]([CH:12]([C:14]3[C:15]([CH3:21])=[N:16][C:17]([CH3:20])=[CH:18][CH:19]=3)[OH:13])[CH:10]=2)[N:5]=[C:4]([O:22][CH3:23])[C:3]=1[CH2:24][C:25]1[CH:30]=[CH:29][C:28]([C:31]([F:34])([F:33])[F:32])=[CH:27][CH:26]=1.CCO.